Dataset: Full USPTO retrosynthesis dataset with 1.9M reactions from patents (1976-2016). Task: Predict the reactants needed to synthesize the given product. Given the product [C:75]([CH2:76][CH2:77][PH:54]([O:47][C@@H:25]1[C@@H:24]([CH2:23][O:22][C:7]([C:16]2[CH:17]=[CH:18][CH:19]=[CH:20][CH:21]=2)([C:8]2[CH:13]=[CH:12][C:11]([O:14][CH3:15])=[CH:10][CH:9]=2)[C:6]2[CH:48]=[CH:49][C:3]([O:2][CH3:1])=[CH:4][CH:5]=2)[O:28][C@@H:27]([N:29]2[CH:39]=[CH:38][C:33]([NH:34][C:35](=[O:37])[CH3:36])=[N:32][C:30]2=[O:31])[C@@H:26]1[O:40][CH2:41][CH2:42][C:43](=[O:46])[NH:44][CH3:45])([N:61]([CH:62]([CH3:63])[CH3:64])[CH:65]([CH3:66])[CH3:67])[OH:55])#[N:71], predict the reactants needed to synthesize it. The reactants are: [CH3:1][O:2][C:3]1[CH:49]=[CH:48][C:6]([C:7]([O:22][CH2:23][C@H:24]2[O:28][C@@H:27]([N:29]3[CH:39]=[CH:38][C:33]([NH:34][C:35](=[O:37])[CH3:36])=[N:32][C:30]3=[O:31])[C@H:26]([O:40][CH2:41][CH2:42][C:43](=[O:46])[NH:44][CH3:45])[C@@H:25]2[OH:47])([C:16]2[CH:21]=[CH:20][CH:19]=[CH:18][CH:17]=2)[C:8]2[CH:13]=[CH:12][C:11]([O:14][CH3:15])=[CH:10][CH:9]=2)=[CH:5][CH:4]=1.C(N(C(C)C)[P:54]([N:61]([CH:65]([CH3:67])[CH3:66])[CH:62]([CH3:64])[CH3:63])[O:55]OCCC#N)(C)C.[NH:71]1[C-:75]=NN=N1.[CH:76]([NH2+]C(C)C)(C)[CH3:77].